Dataset: Peptide-MHC class I binding affinity with 185,985 pairs from IEDB/IMGT. Task: Regression. Given a peptide amino acid sequence and an MHC pseudo amino acid sequence, predict their binding affinity value. This is MHC class I binding data. (1) The peptide sequence is MPTDMLKLF. The MHC is Patr-B1301 with pseudo-sequence Patr-B1301. The binding affinity (normalized) is 0.701. (2) The peptide sequence is ITCKAFGLY. The MHC is HLA-A03:01 with pseudo-sequence HLA-A03:01. The binding affinity (normalized) is 0.109. (3) The peptide sequence is ETESVNSNY. The MHC is HLA-B40:01 with pseudo-sequence HLA-B40:01. The binding affinity (normalized) is 0.0847. (4) The peptide sequence is FATCGIFAL. The MHC is HLA-B07:02 with pseudo-sequence HLA-B07:02. The binding affinity (normalized) is 0.192. (5) The peptide sequence is ISPGNSGEETI. The MHC is Mamu-A01 with pseudo-sequence Mamu-A01. The binding affinity (normalized) is 0.734. (6) The peptide sequence is EGAGIDDPV. The MHC is HLA-A02:11 with pseudo-sequence HLA-A02:11. The binding affinity (normalized) is 0.0847. (7) The peptide sequence is YLAPSYRNF. The MHC is HLA-B15:17 with pseudo-sequence HLA-B15:17. The binding affinity (normalized) is 0.234. (8) The peptide sequence is LFQPLHTVM. The MHC is HLA-A11:01 with pseudo-sequence HLA-A11:01. The binding affinity (normalized) is 0.213. (9) The peptide sequence is FTFDNSKFV. The MHC is HLA-A02:06 with pseudo-sequence HLA-A02:06. The binding affinity (normalized) is 1.00. (10) The peptide sequence is FSLSPVDEA. The MHC is H-2-Db with pseudo-sequence H-2-Db. The binding affinity (normalized) is 0.414.